From a dataset of Full USPTO retrosynthesis dataset with 1.9M reactions from patents (1976-2016). Predict the reactants needed to synthesize the given product. (1) Given the product [N:11]1([C:6]2[CH:7]=[CH:8][CH:9]=[C:10]3[C:5]=2[N:4]=[CH:3][CH:2]=[N:1]3)[CH2:21][CH2:20][CH2:19][CH2:18]1, predict the reactants needed to synthesize it. The reactants are: [N:1]1[C:10]2[CH:9]=[CH:8][CH:7]=[C:6]([NH2:11])[C:5]=2[N:4]=[CH:3][CH:2]=1.C(=O)([O-])O.[Na+].I[CH2:18][CH2:19][CH2:20][CH2:21]I. (2) Given the product [CH3:29][C:18]1([N:15]2[CH2:16][CH2:17][C:12](=[O:11])[CH2:13][CH2:14]2)[CH2:19][CH2:20][N:21]([C:24]([O:26][CH2:27][CH3:28])=[O:25])[CH2:22][CH2:23]1, predict the reactants needed to synthesize it. The reactants are: C(Cl)(=O)C(Cl)=O.CS(C)=O.[OH:11][CH:12]1[CH2:17][CH2:16][N:15]([C:18]2([CH3:29])[CH2:23][CH2:22][N:21]([C:24]([O:26][CH2:27][CH3:28])=[O:25])[CH2:20][CH2:19]2)[CH2:14][CH2:13]1.C(N(CC)CC)C. (3) Given the product [CH2:40]([O:44][C:45]1[CH:46]=[CH:47][C:48]([C:49]([NH:38][C@H:20]([C:21]2[N:22]([CH2:34][CH2:35][CH2:36][CH3:37])[CH:23]=[C:24]([C:26]3[CH:31]=[CH:30][C:29]([Cl:32])=[CH:28][C:27]=3[Cl:33])[N:25]=2)[CH2:19][C:16]2[CH:15]=[CH:14][C:13]([O:12][CH2:11][C:8]3[CH:7]=[CH:6][C:5]([C:4]([OH:3])=[O:39])=[CH:10][CH:9]=3)=[CH:18][CH:17]=2)=[O:50])=[CH:52][CH:53]=1)[CH2:41][CH2:42][CH3:43], predict the reactants needed to synthesize it. The reactants are: Cl.C[O:3][C:4](=[O:39])[C:5]1[CH:10]=[CH:9][C:8]([CH2:11][O:12][C:13]2[CH:18]=[CH:17][C:16]([CH2:19][C@H:20]([NH2:38])[C:21]3[N:22]([CH2:34][CH2:35][CH2:36][CH3:37])[CH:23]=[C:24]([C:26]4[CH:31]=[CH:30][C:29]([Cl:32])=[CH:28][C:27]=4[Cl:33])[N:25]=3)=[CH:15][CH:14]=2)=[CH:7][CH:6]=1.[CH2:40]([O:44][C:45]1[CH:53]=[CH:52][C:48]([C:49](O)=[O:50])=[CH:47][CH:46]=1)[CH2:41][CH2:42][CH3:43]. (4) Given the product [CH3:22][N:2]([CH3:1])[C:3]1[CH:4]=[CH:5][C:6]([C:9]2[N:18]=[C:17]([C:19]([N:29]3[CH2:28][CH2:27][C:26]4[C:31](=[CH:32][CH:33]=[C:34]([O:35][CH3:36])[C:25]=4[OH:24])[CH2:30]3)=[O:20])[C:16]3[C:11](=[CH:12][CH:13]=[CH:14][CH:15]=3)[N:10]=2)=[CH:7][CH:8]=1, predict the reactants needed to synthesize it. The reactants are: [CH3:1][N:2]([CH3:22])[C:3]1[CH:8]=[CH:7][C:6]([C:9]2[N:18]=[C:17]([C:19](O)=[O:20])[C:16]3[C:11](=[CH:12][CH:13]=[CH:14][CH:15]=3)[N:10]=2)=[CH:5][CH:4]=1.Cl.[OH:24][C:25]1[C:34]([O:35][CH3:36])=[CH:33][CH:32]=[C:31]2[C:26]=1[CH2:27][CH2:28][NH:29][CH2:30]2. (5) Given the product [C:23]([O:5][C@H:6]([CH2:8][CH2:9][CH2:10][CH2:11][CH2:12][CH2:13][CH2:14][CH2:15][CH2:16]/[CH:17]=[CH:18]\[CH2:19][CH2:20][CH2:21][CH3:22])[CH3:7])(=[O:25])[CH3:24], predict the reactants needed to synthesize it. The reactants are: CS([O:5][C@@H:6]([CH2:8][CH2:9][CH2:10][CH2:11][CH2:12][CH2:13][CH2:14][CH2:15][CH2:16]/[CH:17]=[CH:18]\[CH2:19][CH2:20][CH2:21][CH3:22])[CH3:7])(=O)=O.[C:23]([O-])(=[O:25])[CH3:24].[K+].CC(N(C)C)=O. (6) Given the product [Cl:15][C:8]1[N:6]2[CH:7]=[C:2]([C:21]([CH3:20])=[CH:22][CH3:23])[CH:3]=[C:4]([C:16]([F:19])([F:18])[F:17])[C:5]2=[N:10][C:9]=1[C:11]([O:13][CH3:14])=[O:12], predict the reactants needed to synthesize it. The reactants are: Br[C:2]1[CH:3]=[C:4]([C:16]([F:19])([F:18])[F:17])[C:5]2[N:6]([C:8]([Cl:15])=[C:9]([C:11]([O:13][CH3:14])=[O:12])[N:10]=2)[CH:7]=1.[CH2:20]([Sn]([CH2:20][CH2:21][CH2:22][CH3:23])([CH2:20][CH2:21][CH2:22][CH3:23])C(C)=CC)[CH2:21][CH2:22][CH3:23].